Dataset: Forward reaction prediction with 1.9M reactions from USPTO patents (1976-2016). Task: Predict the product of the given reaction. (1) Given the reactants [C:1]([C:3]1[CH:8]=[CH:7][CH:6]=[C:5]([F:9])[CH:4]=1)#[CH:2].[Li]CCCC.[Cl:15][C:16]1[N:27]=[CH:26][CH:25]=[CH:24][C:17]=1[C:18](N(OC)C)=[O:19], predict the reaction product. The product is: [Cl:15][C:16]1[C:17]([C:18](=[O:19])[C:2]#[C:1][C:3]2[CH:8]=[CH:7][CH:6]=[C:5]([F:9])[CH:4]=2)=[CH:24][CH:25]=[CH:26][N:27]=1. (2) Given the reactants [C:1]([C:5]1[CH:12]=[CH:11][C:8]([CH:9]=O)=[CH:7][CH:6]=1)([CH3:4])([CH3:3])[CH3:2].C(O)(=O)[CH2:14][C:15]([OH:17])=[O:16].N1C=CC=CC=1, predict the reaction product. The product is: [C:1]([C:5]1[CH:12]=[CH:11][C:8]([CH:9]=[CH:14][C:15]([OH:17])=[O:16])=[CH:7][CH:6]=1)([CH3:4])([CH3:3])[CH3:2]. (3) Given the reactants C([O:8][C:9]1[CH:10]=[CH:11][C:12]([O:15][C:16]2[CH:21]=[CH:20][C:19]([CH2:22][CH2:23][CH:24]([NH:26][C:27](=[O:29])[CH3:28])[CH3:25])=[CH:18][CH:17]=2)=[N:13][CH:14]=1)C1C=CC=CC=1.[H][H], predict the reaction product. The product is: [OH:8][C:9]1[CH:10]=[CH:11][C:12]([O:15][C:16]2[CH:21]=[CH:20][C:19]([CH2:22][CH2:23][CH:24]([NH:26][C:27](=[O:29])[CH3:28])[CH3:25])=[CH:18][CH:17]=2)=[N:13][CH:14]=1. (4) Given the reactants OS(O)(=O)=O.O=S(=O)=O.[N+:10]([O-:13])(O)=[O:11].[CH3:14][N:15]1[C:19]([C:20]([OH:22])=[O:21])=[CH:18][CH:17]=[N:16]1, predict the reaction product. The product is: [CH3:14][N:15]1[C:19]([C:20]([OH:22])=[O:21])=[C:18]([N+:10]([O-:13])=[O:11])[CH:17]=[N:16]1. (5) Given the reactants [C:1]([NH:5][C:6]1[C:11]([F:12])=[C:10]([C:13]2[CH:18]=[CH:17][CH:16]=[CH:15][CH:14]=2)[N:9]=[C:8](Cl)[N:7]=1)([CH3:4])([CH3:3])[CH3:2].[CH3:20][O:21][C:22]([C:24]1([C:28]2[CH:33]=[CH:32][C:31]([NH2:34])=[CH:30][CH:29]=2)[CH2:27][CH2:26][CH2:25]1)=[O:23], predict the reaction product. The product is: [CH3:20][O:21][C:22]([C:24]1([C:28]2[CH:29]=[CH:30][C:31]([NH:34][C:8]3[N:7]=[C:6]([NH:5][C:1]([CH3:4])([CH3:3])[CH3:2])[C:11]([F:12])=[C:10]([C:13]4[CH:18]=[CH:17][CH:16]=[CH:15][CH:14]=4)[N:9]=3)=[CH:32][CH:33]=2)[CH2:25][CH2:26][CH2:27]1)=[O:23]. (6) Given the reactants [Br:1][C:2]1[C:3](N2CCN(C)CC2)=[CH:4][C:5]([O:31][CH3:32])=[C:6]([NH:8][C:9]2[N:14]=[C:13]([NH:15][C:16]3[CH:21]=[C:20]([CH:22]=[CH2:23])[CH:19]=[CH:18][C:17]=3[N:24]([CH3:29])[S:25]([CH3:28])(=[O:27])=[O:26])[C:12]([Cl:30])=[CH:11][N:10]=2)[CH:7]=1.BrC1[C:42]([N:50]2[CH2:55][CH2:54]N(C)C[CH2:51]2)=[CH:43][C:44](OC)=C(N)C=1, predict the reaction product. The product is: [Br:1][C:2]1[C:3]([CH:44]2[CH2:43][CH2:42][N:50]([CH3:51])[CH2:55][CH2:54]2)=[CH:4][C:5]([O:31][CH3:32])=[C:6]([NH:8][C:9]2[N:14]=[C:13]([NH:15][C:16]3[CH:21]=[C:20]([CH:22]=[CH2:23])[CH:19]=[CH:18][C:17]=3[N:24]([CH3:29])[S:25]([CH3:28])(=[O:26])=[O:27])[C:12]([Cl:30])=[CH:11][N:10]=2)[CH:7]=1.